Dataset: Full USPTO retrosynthesis dataset with 1.9M reactions from patents (1976-2016). Task: Predict the reactants needed to synthesize the given product. (1) Given the product [Cl:2][C:3]1[CH:4]=[C:5]([CH:18]=[CH:19][C:20]=1[F:21])[NH:6][C:7]1[C:16]2[C:11](=[CH:12][CH:13]=[CH:14][C:15]=2[O:22][CH:23]2[CH2:27][CH2:26][N:25]([CH3:28])[CH2:24]2)[N:10]=[CH:9][N:8]=1, predict the reactants needed to synthesize it. The reactants are: Cl.[Cl:2][C:3]1[CH:4]=[C:5]([CH:18]=[CH:19][C:20]=1[F:21])[NH:6][C:7]1[C:16]2[C:11](=[CH:12][CH:13]=[CH:14][C:15]=2F)[N:10]=[CH:9][N:8]=1.[OH:22][CH:23]1[CH2:27][CH2:26][N:25]([CH3:28])[CH2:24]1. (2) Given the product [NH2:12][C:7]1[C:6]2[C:2]([Br:1])=[CH:3][S:4][C:5]=2[C:10](/[CH:40]=[CH:39]/[C:38]([O:42][C:43]([CH3:46])([CH3:45])[CH3:44])=[O:41])=[CH:9][N:8]=1, predict the reactants needed to synthesize it. The reactants are: [Br:1][C:2]1[C:6]2[C:7]([NH2:12])=[N:8][CH:9]=[C:10](I)[C:5]=2[S:4][CH:3]=1.C1C=CC(P(C2C=CC=CC=2)C2C=CC=CC=2)=CC=1.C([O-])([O-])=O.[Na+].[Na+].[C:38]([O:42][C:43]([CH3:46])([CH3:45])[CH3:44])(=[O:41])[CH:39]=[CH2:40].